From a dataset of Forward reaction prediction with 1.9M reactions from USPTO patents (1976-2016). Predict the product of the given reaction. Given the reactants F[C:2]1[CH:9]=[CH:8][C:7]([N+:10]([O-:12])=[O:11])=[CH:6][C:3]=1[C:4]#[N:5].[F:13][C:14]1[CH:15]=[C:16]([CH:19]=[CH:20][CH:21]=1)[CH2:17][OH:18].C([O-])([O-])=O.[K+].[K+], predict the reaction product. The product is: [F:13][C:14]1[CH:15]=[C:16]([CH:19]=[CH:20][CH:21]=1)[CH2:17][O:18][C:2]1[CH:9]=[CH:8][C:7]([N+:10]([O-:12])=[O:11])=[CH:6][C:3]=1[C:4]#[N:5].